This data is from Catalyst prediction with 721,799 reactions and 888 catalyst types from USPTO. The task is: Predict which catalyst facilitates the given reaction. (1) Reactant: [CH2:1]([O:3][C:4]1[CH:5]=[C:6]([CH:9]=[CH:10][CH:11]=1)[CH:7]=O)[CH3:2].[CH2:12]([O:14][CH:15]([O:18][CH2:19][CH3:20])[CH2:16][NH2:17])[CH3:13].O. Product: [CH2:1]([O:3][C:4]1[CH:5]=[C:6]([CH:9]=[CH:10][CH:11]=1)/[CH:7]=[N:17]/[CH2:16][CH:15]([O:18][CH2:19][CH3:20])[O:14][CH2:12][CH3:13])[CH3:2]. The catalyst class is: 11. (2) Reactant: Br[C:2]1[CH:7]=[CH:6][C:5]([CH3:8])=[CH:4][N:3]=1.CCCCCC.C([Li])CCC.[CH3:20][C:21]1[CH:22]=[C:23]([O:26][C:27]=1[CH3:28])[CH:24]=[O:25]. Product: [CH3:20][C:21]1[CH:22]=[C:23]([CH:24]([C:2]2[CH:7]=[CH:6][C:5]([CH3:8])=[CH:4][N:3]=2)[OH:25])[O:26][C:27]=1[CH3:28]. The catalyst class is: 30.